This data is from Full USPTO retrosynthesis dataset with 1.9M reactions from patents (1976-2016). The task is: Predict the reactants needed to synthesize the given product. (1) Given the product [OH:22][C:3]12[C:14]3[C:19](=[CH:18][CH:17]=[CH:16][CH:15]=3)[C:20](=[O:21])[C:2]1([NH:1][C:29](=[O:33])[C:30](=[O:31])[CH3:32])[C:6]1[CH:7]=[CH:8][C:9]([CH:11]([CH3:13])[CH3:12])=[CH:10][C:5]=1[O:4]2, predict the reactants needed to synthesize it. The reactants are: [NH2:1][C:2]12[C:20](=[O:21])[C:19]3[C:14](=[CH:15][CH:16]=[CH:17][CH:18]=3)[C:3]1([OH:22])[O:4][C:5]1[CH:10]=[C:9]([CH:11]([CH3:13])[CH3:12])[CH:8]=[CH:7][C:6]=12.N1C=CC=CC=1.[C:29](O)(=[O:33])[C:30]([CH3:32])=[O:31].O=P(Cl)(Cl)Cl. (2) Given the product [C:2]1([NH:1][CH2:9][Si:10]([O:13][CH3:14])([O:11][CH3:12])[CH3:15])[CH:7]=[CH:6][CH:5]=[CH:4][CH:3]=1, predict the reactants needed to synthesize it. The reactants are: [NH2:1][C:2]1[CH:7]=[CH:6][CH:5]=[CH:4][CH:3]=1.Cl[CH2:9][Si:10]([CH3:15])([O:13][CH3:14])[O:11][CH3:12].N.[Cl-]. (3) Given the product [NH2:11][C:8]1[CH:9]=[C:10]2[C:5](=[CH:6][C:7]=1[N+:15]([O-:17])=[O:16])[N:4]([CH2:21][CH2:22][CH2:23][C:24]#[N:25])[C:3](=[O:18])[C:2]2([CH3:1])[CH3:19], predict the reactants needed to synthesize it. The reactants are: [CH3:1][C:2]1([CH3:19])[C:10]2[C:5](=[CH:6][C:7]([N+:15]([O-:17])=[O:16])=[C:8]([NH:11]C(=O)C)[CH:9]=2)[NH:4][C:3]1=[O:18].Br[CH2:21][CH2:22][CH2:23][C:24]#[N:25].C([O-])([O-])=O.[K+].[K+].C1CCN2C(=NCCC2)CC1. (4) Given the product [CH3:17][C:9]1([CH3:18])[N:8]([C:6]([O:5][C:1]([CH3:2])([CH3:3])[CH3:4])=[O:7])[C:12]([CH3:16])([C:13]2[O:15][N:35]=[C:33]([CH3:34])[N:32]=2)[CH2:11][O:10]1, predict the reactants needed to synthesize it. The reactants are: [C:1]([O:5][C:6]([N:8]1[C:12]([CH3:16])([C:13]([OH:15])=O)[CH2:11][O:10][C:9]1([CH3:18])[CH3:17])=[O:7])([CH3:4])([CH3:3])[CH3:2].C(N1C=CN=C1)(N1C=CN=C1)=O.O[NH:32][C:33](=[NH:35])[CH3:34]. (5) Given the product [CH3:1][O:2][C:3]1[CH:4]=[C:5]2[C:6]([CH2:9][C:10](=[O:11])[NH:13]2)=[CH:7][CH:8]=1, predict the reactants needed to synthesize it. The reactants are: [CH3:1][O:2][C:3]1[CH:8]=[CH:7][C:6]([CH2:9][C:10](O)=[O:11])=[C:5]([N+:13]([O-])=O)[CH:4]=1. (6) Given the product [OH:1][C:2]1[CH:3]=[CH:4][C:5]2[CH2:6][C@H:7]3[N:18]([C:27]([O:29][CH2:30][C:31]4[CH:36]=[CH:35][CH:34]=[CH:33][CH:32]=4)=[O:28])[CH2:17][CH2:16][C@@:13]4([C:14]=2[CH:15]=1)[C@H:8]3[CH2:9][CH2:10][CH2:11][CH2:12]4, predict the reactants needed to synthesize it. The reactants are: [OH:1][C:2]1[CH:3]=[CH:4][C:5]2[CH2:6][C@H:7]3[NH:18][CH2:17][CH2:16][C@@:13]4([C:14]=2[CH:15]=1)[C@H:8]3[CH2:9][CH2:10][CH2:11][CH2:12]4.C(N(CC)CC)C.Cl[C:27]([O:29][CH2:30][C:31]1[CH:36]=[CH:35][CH:34]=[CH:33][CH:32]=1)=[O:28].[Na+].[Cl-]. (7) Given the product [NH2:8][C:9]1[CH:14]=[CH:13][C:12]([NH:15][C:16]2[N:25]=[C:24]([NH:26][C:27]3[NH:28][N:29]=[C:30]([CH3:32])[CH:31]=3)[C:23]3[C:18](=[CH:19][CH:20]=[CH:21][CH:22]=3)[N:17]=2)=[CH:11][CH:10]=1, predict the reactants needed to synthesize it. The reactants are: C(OC([NH:8][C:9]1[CH:14]=[CH:13][C:12]([NH:15][C:16]2[N:25]=[C:24]([NH:26][C:27]3[NH:28][N:29]=[C:30]([CH3:32])[CH:31]=3)[C:23]3[C:18](=[CH:19][CH:20]=[CH:21][CH:22]=3)[N:17]=2)=[CH:11][CH:10]=1)=O)(C)(C)C.